From a dataset of NCI-60 drug combinations with 297,098 pairs across 59 cell lines. Regression. Given two drug SMILES strings and cell line genomic features, predict the synergy score measuring deviation from expected non-interaction effect. Drug 2: N.N.Cl[Pt+2]Cl. Drug 1: CC1CCCC2(C(O2)CC(NC(=O)CC(C(C(=O)C(C1O)C)(C)C)O)C(=CC3=CSC(=N3)C)C)C. Synergy scores: CSS=42.8, Synergy_ZIP=-11.6, Synergy_Bliss=-9.13, Synergy_Loewe=-0.883, Synergy_HSA=1.06. Cell line: CAKI-1.